Dataset: Reaction yield outcomes from USPTO patents with 853,638 reactions. Task: Predict the reaction yield, written as a fraction of the theoretical maximum amount of product (1.0 means a 100% yield; for example, 0.34 means a 34% yield). (1) The reactants are Br[C:2]1[CH:3]=[N:4][CH:5]=[C:6]([CH:19]=1)[C:7]([N:9]=[S@@:10]([CH3:18])(=[O:17])[C:11]1[CH:16]=[CH:15][CH:14]=[CH:13][CH:12]=1)=[O:8].[OH:20][C:21]1[CH:22]=[C:23]([C:27]#[CH:28])[CH:24]=[CH:25][CH:26]=1. No catalyst specified. The product is [OH:20][C:21]1[CH:22]=[C:23]([C:27]#[C:28][C:2]2[CH:3]=[N:4][CH:5]=[C:6]([CH:19]=2)[C:7]([N:9]=[S@@:10]([CH3:18])(=[O:17])[C:11]2[CH:16]=[CH:15][CH:14]=[CH:13][CH:12]=2)=[O:8])[CH:24]=[CH:25][CH:26]=1. The yield is 0.170. (2) The reactants are [OH:1][C:2]1([CH2:18][C:19]#[N:20])[C:13]2[C:12]3[O:11][C:10]([CH3:14])=[N:9][C:8]=3[CH:7]=[CH:6][C:5]=2[CH2:4][CH:3]1[CH:15]([CH3:17])[CH3:16].N.[CH2:22]([OH:24])[CH3:23].C(N(CC)CC)C.C(OC(=O)C)(=O)C.C(=O)([O-])O.[Na+]. The catalyst is C(O)C.[Co]. The product is [OH:1][C:2]1([CH2:18][CH2:19][NH:20][C:22](=[O:24])[CH3:23])[C:13]2[C:12]3[O:11][C:10]([CH3:14])=[N:9][C:8]=3[CH:7]=[CH:6][C:5]=2[CH2:4][CH:3]1[CH:15]([CH3:17])[CH3:16]. The yield is 0.190.